Predict the reactants needed to synthesize the given product. From a dataset of Retrosynthesis with 50K atom-mapped reactions and 10 reaction types from USPTO. (1) Given the product CCCCCCCN=C(SCC)N(CCCCCCC)C(=O)Cl, predict the reactants needed to synthesize it. The reactants are: CCCCCCCN=C(NCCCCCCC)SCC.O=C(Cl)Cl. (2) Given the product CC(C)(C)OC(=O)N1CCN(c2cccc(-c3ccc4c(c3)C(C)(C)CCC4)n2)CC1, predict the reactants needed to synthesize it. The reactants are: CC(C)(C)OC(=O)N1CCN(c2cccc(Br)n2)CC1.CC1(C)CCCc2ccc(B3OC(C)(C)C(C)(C)O3)cc21. (3) Given the product CNC(=O)c1ccc(-c2nn(-c3c(F)cccc3F)c3ccnc(OC)c23)cc1, predict the reactants needed to synthesize it. The reactants are: CN.COc1nccc2c1c(-c1ccc(C(=O)O)cc1)nn2-c1c(F)cccc1F. (4) Given the product CCOC(=O)c1cc(OCC(=O)O)n(-c2ccccc2)n1, predict the reactants needed to synthesize it. The reactants are: CCOC(=O)c1cc(OCC(=O)OCc2ccccc2)n(-c2ccccc2)n1.